This data is from Forward reaction prediction with 1.9M reactions from USPTO patents (1976-2016). The task is: Predict the product of the given reaction. (1) Given the reactants [C:1]1([S:7]([N:10]2[C:18]3[C:13](=[CH:14][C:15](Br)=[CH:16][CH:17]=3)[CH:12]=[C:11]2[CH3:20])(=[O:9])=[O:8])[CH:6]=[CH:5][CH:4]=[CH:3][CH:2]=1.[Li]CCCC.[CH3:26][S:27]SC, predict the reaction product. The product is: [C:1]1([S:7]([N:10]2[C:18]3[C:13](=[CH:14][C:15]([S:27][CH3:26])=[CH:16][CH:17]=3)[CH:12]=[C:11]2[CH3:20])(=[O:9])=[O:8])[CH:6]=[CH:5][CH:4]=[CH:3][CH:2]=1. (2) The product is: [O:31]1[C:35]2[CH:36]=[CH:37][C:38]([CH2:40][N:41]3[CH2:42][CH2:43][N:50]([C:24]([C:19]4[NH:20][C:21]5[C:17]([CH:18]=4)=[CH:16][C:15]([O:14][C:11]4[N:12]=[CH:13][C:8]([NH:7][C:5](=[O:6])[C:4]6[CH:27]=[CH:28][C:29]([Cl:30])=[C:2]([Cl:1])[CH:3]=6)=[CH:9][CH:10]=4)=[CH:23][CH:22]=5)=[O:26])[CH2:45][CH2:46]3)=[CH:39][C:34]=2[O:33][CH2:32]1. Given the reactants [Cl:1][C:2]1[CH:3]=[C:4]([CH:27]=[CH:28][C:29]=1[Cl:30])[C:5]([NH:7][C:8]1[CH:9]=[CH:10][C:11]([O:14][C:15]2[CH:16]=[C:17]3[C:21](=[CH:22][CH:23]=2)[NH:20][C:19]([C:24]([OH:26])=O)=[CH:18]3)=[N:12][CH:13]=1)=[O:6].[O:31]1[C:35]2[CH:36]=[CH:37][C:38]([CH2:40][N:41]3[CH2:46][CH2:45]C[CH2:43][CH2:42]3)=[CH:39][C:34]=2[O:33][CH2:32]1.Cl.C([N:50]=C=NCCCN(C)C)C.O, predict the reaction product. (3) The product is: [F:1][C:2]1[CH:3]=[C:4]2[C:9](=[CH:10][C:11]=1[F:12])[N:8]=[C:7]([N:13]1[CH2:14][CH:15]3[CH2:16][N:17]([C:25]([C:24]4[CH:28]=[CH:29][CH:30]=[C:22]([F:21])[C:23]=4[C:31]4[N:32]=[CH:33][CH:34]=[CH:35][N:36]=4)=[O:26])[CH2:18][CH:19]3[CH2:20]1)[CH:6]=[N:5]2. Given the reactants [F:1][C:2]1[CH:3]=[C:4]2[C:9](=[CH:10][C:11]=1[F:12])[N:8]=[C:7]([N:13]1[CH2:20][CH:19]3[CH:15]([CH2:16][NH:17][CH2:18]3)[CH2:14]1)[CH:6]=[N:5]2.[F:21][C:22]1[C:23]([C:31]2[N:36]=[CH:35][CH:34]=[CH:33][N:32]=2)=[C:24]([CH:28]=[CH:29][CH:30]=1)[C:25](O)=[O:26], predict the reaction product.